This data is from Forward reaction prediction with 1.9M reactions from USPTO patents (1976-2016). The task is: Predict the product of the given reaction. (1) Given the reactants COC(C1C=C(C2C=CC(F)=CC=2)SC=1C(=O)[NH:18][CH2:19][C:20]([O:22]CC)=[O:21])=O.CO[C:28]([C:30]1[S:31][C:32]([C:44]2[CH:49]=[CH:48][C:47]([F:50])=[CH:46][CH:45]=2)=[CH:33][C:34]=1[C:35](=O)[NH:36][CH2:37][C:38]([O:40]CC)=O)=[O:29], predict the reaction product. The product is: [F:50][C:47]1[CH:46]=[CH:45][C:44]([C:32]2[S:31][C:30]3[C:28]([OH:29])=[C:37]([C:38]([NH:18][CH2:19][C:20]([OH:22])=[O:21])=[O:40])[N:36]=[CH:35][C:34]=3[CH:33]=2)=[CH:49][CH:48]=1. (2) Given the reactants [CH3:1][C:2]1[CH:11]=[CH:10][C:9]([N+:12]([O-])=O)=[CH:8][C:3]=1[C:4]([O:6]C)=[O:5].[CH3:15]O, predict the reaction product. The product is: [CH3:15][C:11]1[C:2]([CH3:1])=[C:3]([CH:8]=[C:9]([NH2:12])[CH:10]=1)[C:4]([OH:6])=[O:5]. (3) Given the reactants [O:1]=[C:2]1[C:7]2[N:8]([CH2:15][CH2:16]C)[C:9]3[CH:10]=[CH:11][CH:12]=[CH:13][C:14]=3[C:6]=2[N:5]=[C:4]([S:18][CH2:19][C:20]([O:22]C(C)(C)C)=[O:21])[N:3]1[C:27]1[CH:32]=[CH:31][CH:30]=[CH:29][CH:28]=1.FC(F)(F)C(O)=O.C(#[N:42])C, predict the reaction product. The product is: [C:16]([CH2:15][N:8]1[C:9]2[CH:10]=[CH:11][CH:12]=[CH:13][C:14]=2[C:6]2[N:5]=[C:4]([S:18][CH2:19][C:20]([OH:22])=[O:21])[N:3]([C:27]3[CH:28]=[CH:29][CH:30]=[CH:31][CH:32]=3)[C:2](=[O:1])[C:7]1=2)#[N:42]. (4) Given the reactants [CH3:1][C:2]1[O:6][C:5]([C:7](Cl)=[O:8])=[CH:4][CH:3]=1.[Br:10][C:11]1[CH:12]=[N:13][C:14]2[N:15]([CH:17]=[C:18]([C:20]3[CH:21]=[C:22]([CH:24]=[CH:25][C:26]=3[Cl:27])[NH2:23])[N:19]=2)[CH:16]=1, predict the reaction product. The product is: [Br:10][C:11]1[CH:12]=[N:13][C:14]2[N:15]([CH:17]=[C:18]([C:20]3[CH:21]=[C:22]([NH:23][C:7]([C:5]4[O:6][C:2]([CH3:1])=[CH:3][CH:4]=4)=[O:8])[CH:24]=[CH:25][C:26]=3[Cl:27])[N:19]=2)[CH:16]=1. (5) The product is: [Cl:1][C:2]1[CH:7]=[CH:6][C:5]([CH:8]2[CH2:14][CH2:13][CH2:12][CH2:11][N:10]([C:15]([C:17]3[CH:22]=[C:21]([NH:25][CH3:24])[N:20]=[N:19][CH:18]=3)=[O:16])[CH2:9]2)=[CH:4][CH:3]=1. Given the reactants [Cl:1][C:2]1[CH:7]=[CH:6][C:5]([CH:8]2[CH2:14][CH2:13][CH2:12][CH2:11][N:10]([C:15]([C:17]3[CH:22]=[C:21](Cl)[N:20]=[N:19][CH:18]=3)=[O:16])[CH2:9]2)=[CH:4][CH:3]=1.[CH3:24][NH2:25], predict the reaction product.